This data is from Catalyst prediction with 721,799 reactions and 888 catalyst types from USPTO. The task is: Predict which catalyst facilitates the given reaction. (1) Reactant: [Br:1][C:2]1[C:7]([F:8])=[CH:6][C:5]([OH:9])=[C:4]([F:10])[CH:3]=1.[H-].[Na+].[CH2:13](Br)[C:14]1[CH:19]=[CH:18][CH:17]=[CH:16][CH:15]=1.O. Product: [CH2:13]([O:9][C:5]1[CH:6]=[C:7]([F:8])[C:2]([Br:1])=[CH:3][C:4]=1[F:10])[C:14]1[CH:19]=[CH:18][CH:17]=[CH:16][CH:15]=1. The catalyst class is: 9. (2) Reactant: [NH:1]1[CH2:10][CH2:9][CH:4]([C:5]([O:7][CH3:8])=[O:6])[CH2:3][CH2:2]1.[CH2:11](N(CC)CC)C.Cl[C:19]1[N:28]=[C:27]([NH:29][CH2:30][C:31]2[CH:36]=[CH:35][C:34]3[O:37][CH2:38][O:39][C:33]=3[CH:32]=2)[C:26]2[C:21](=[CH:22][CH:23]=[C:24]([Cl:40])[CH:25]=2)[N:20]=1. Product: [CH2:8]([O:7][C:5]([CH:4]1[CH2:9][CH2:10][N:1]([C:19]2[N:28]=[C:27]([NH:29][CH2:30][C:31]3[CH:36]=[CH:35][C:34]4[O:37][CH2:38][O:39][C:33]=4[CH:32]=3)[C:26]3[C:21](=[CH:22][CH:23]=[C:24]([Cl:40])[CH:25]=3)[N:20]=2)[CH2:2][CH2:3]1)=[O:6])[CH3:11]. The catalyst class is: 41. (3) Reactant: C([O:4][C:5]1[CH:6]=[C:7]([CH:38]=[CH:39][CH:40]=1)[C:8]([NH:10][C@H:11]([C:26]([NH:28][C@H:29]1[CH2:33][CH2:32][CH2:31][C@H:30]1[C:34]([O:36]C)=[O:35])=[O:27])[CH2:12][CH2:13][CH2:14][NH:15][C:16]([O:18][CH2:19][C:20]1[CH:25]=[CH:24][CH:23]=[CH:22][CH:21]=1)=[O:17])=[O:9])(=O)C.CO.[OH-].[Na+].Cl. Product: [CH2:19]([O:18][C:16]([NH:15][CH2:14][CH2:13][CH2:12][C@@H:11]([C:26]([NH:28][C@H:29]1[CH2:33][CH2:32][CH2:31][C@H:30]1[C:34]([OH:36])=[O:35])=[O:27])[NH:10][C:8](=[O:9])[C:7]1[CH:38]=[CH:39][CH:40]=[C:5]([OH:4])[CH:6]=1)=[O:17])[C:20]1[CH:25]=[CH:24][CH:23]=[CH:22][CH:21]=1. The catalyst class is: 1. (4) Reactant: C(OC([NH:8][CH2:9][C:10]1[CH:15]=[CH:14][CH:13]=[CH:12][C:11]=1[CH2:16][C@@H:17]([O:23][C:24]1[C:25]2[C:32]([C:33]3[CH:38]=[CH:37][C:36]([O:39][CH2:40][CH2:41][N:42]4[CH2:47][CH2:46][N:45]([CH3:48])[CH2:44][CH2:43]4)=[C:35]([Cl:49])[C:34]=3[CH3:50])=[C:31]([C:51]3[O:52][CH:53]=[CH:54][CH:55]=3)[S:30][C:26]=2[N:27]=[CH:28][N:29]=1)[C:18]([O:20][CH2:21][CH3:22])=[O:19])=O)(C)(C)C.C(O)(C(F)(F)F)=O. Product: [NH2:8][CH2:9][C:10]1[CH:15]=[CH:14][CH:13]=[CH:12][C:11]=1[CH2:16][C@@H:17]([O:23][C:24]1[C:25]2[C:32]([C:33]3[CH:38]=[CH:37][C:36]([O:39][CH2:40][CH2:41][N:42]4[CH2:47][CH2:46][N:45]([CH3:48])[CH2:44][CH2:43]4)=[C:35]([Cl:49])[C:34]=3[CH3:50])=[C:31]([C:51]3[O:52][CH:53]=[CH:54][CH:55]=3)[S:30][C:26]=2[N:27]=[CH:28][N:29]=1)[C:18]([O:20][CH2:21][CH3:22])=[O:19]. The catalyst class is: 2. (5) Reactant: [Li+].[OH-].C[O:4][C:5]([C:7]1[C:8]([CH3:17])=[C:9]2[N:14]([CH:15]=1)[N:13]=[CH:12][NH:11][C:10]2=[O:16])=[O:6]. Product: [CH3:17][C:8]1[C:7]([C:5]([OH:6])=[O:4])=[CH:15][N:14]2[C:9]=1[C:10](=[O:16])[NH:11][CH:12]=[N:13]2. The catalyst class is: 776. (6) Reactant: [O-:1][C:2]#[N:3].[K+].[NH2:5][C:6]1[CH:11]=[CH:10][C:9](/[C:12](/[C:19]2[NH:24][C:23](=[O:25])[C:22]([Cl:26])=[CH:21][CH:20]=2)=[CH:13]\[CH:14]2[CH2:18][CH2:17][CH2:16][CH2:15]2)=[CH:8][CH:7]=1.C(=O)(O)[O-].[Na+].C(OCC)(=O)C. Product: [Cl:26][C:22]1[C:23](=[O:25])[NH:24][C:19](/[C:12](/[C:9]2[CH:10]=[CH:11][C:6]([NH:5][C:2]([NH2:3])=[O:1])=[CH:7][CH:8]=2)=[CH:13]/[CH:14]2[CH2:15][CH2:16][CH2:17][CH2:18]2)=[CH:20][CH:21]=1. The catalyst class is: 211. (7) Reactant: [NH2:1][C:2]1[CH:7]=[CH:6][C:5]([C:8]2([C:13]([O:15][CH2:16][CH3:17])=[O:14])[CH2:12][CH2:11][CH2:10][CH2:9]2)=[CH:4][C:3]=1[O:18][CH2:19][C:20]([F:23])([F:22])[F:21].C1C(=O)N([Cl:31])C(=O)C1. Product: [NH2:1][C:2]1[C:3]([O:18][CH2:19][C:20]([F:21])([F:22])[F:23])=[CH:4][C:5]([C:8]2([C:13]([O:15][CH2:16][CH3:17])=[O:14])[CH2:12][CH2:11][CH2:10][CH2:9]2)=[CH:6][C:7]=1[Cl:31]. The catalyst class is: 146.